Predict the reactants needed to synthesize the given product. From a dataset of Full USPTO retrosynthesis dataset with 1.9M reactions from patents (1976-2016). (1) Given the product [NH:1]1[C:9]2[C:4](=[CH:5][CH:6]=[C:7]([NH:10][C:11]3[N:12]=[C:13]([NH:20][CH:21]4[CH2:26][CH2:25][NH:24][CH2:23][CH2:22]4)[C:14]4[CH:19]=[CH:18][NH:17][C:15]=4[N:16]=3)[CH:8]=2)[CH:3]=[N:2]1, predict the reactants needed to synthesize it. The reactants are: [NH:1]1[C:9]2[C:4](=[CH:5][CH:6]=[C:7]([NH:10][C:11]3[N:12]=[C:13]([NH:20][CH:21]4[CH2:26][CH2:25][N:24](C(OC(C)(C)C)=O)[CH2:23][CH2:22]4)[C:14]4[CH:19]=[CH:18][NH:17][C:15]=4[N:16]=3)[CH:8]=2)[CH:3]=[N:2]1. (2) Given the product [CH2:16]([C:2]1[CH:11]=[C:10]([F:12])[C:9]([F:13])=[CH:8][C:3]=1[C:4]([O:6][CH3:7])=[O:5])[CH:15]=[CH2:14], predict the reactants needed to synthesize it. The reactants are: Br[C:2]1[CH:11]=[C:10]([F:12])[C:9]([F:13])=[CH:8][C:3]=1[C:4]([O:6][CH3:7])=[O:5].[CH2:14]([Sn](CCCC)(CCCC)CCCC)[CH:15]=[CH2:16].[Cl-].[Li+].